This data is from Full USPTO retrosynthesis dataset with 1.9M reactions from patents (1976-2016). The task is: Predict the reactants needed to synthesize the given product. (1) Given the product [CH2:1]([O:3][C:4]([C:6]1[N:7]([CH3:14])[CH:8]=[C:9]([NH:11][C:32]([O:31][CH2:30][CH2:29][S:28][C:25]2[CH:26]=[CH:27][C:22]([C:21]([F:20])([F:45])[F:44])=[CH:23][CH:24]=2)=[O:33])[N:10]=1)=[O:5])[CH3:2], predict the reactants needed to synthesize it. The reactants are: [CH2:1]([O:3][C:4]([C:6]1[N:7]([CH3:14])[CH:8]=[C:9]([N+:11]([O-])=O)[N:10]=1)=[O:5])[CH3:2].N1C=CN=C1.[F:20][C:21]([F:45])([F:44])[C:22]1[CH:27]=[CH:26][C:25]([S:28][CH2:29][CH2:30][O:31][C:32](=O)[O:33]C2C=CC([N+]([O-])=O)=CC=2)=[CH:24][CH:23]=1.CCN(C(C)C)C(C)C.C1C=CC2N(O)N=NC=2C=1. (2) The reactants are: C([O:3][C:4]([C:6]1[N:7]([CH2:17][C:18]2[CH:23]=[CH:22][C:21]([F:24])=[CH:20][C:19]=2[F:25])[CH:8]=[C:9]([CH2:11][CH:12]2[CH2:16][CH2:15][CH2:14][CH2:13]2)[CH:10]=1)=[O:5])C.[OH-].[K+]. Given the product [CH:12]1([CH2:11][C:9]2[CH:10]=[C:6]([C:4]([OH:5])=[O:3])[N:7]([CH2:17][C:18]3[CH:23]=[CH:22][C:21]([F:24])=[CH:20][C:19]=3[F:25])[CH:8]=2)[CH2:16][CH2:15][CH2:14][CH2:13]1, predict the reactants needed to synthesize it. (3) Given the product [CH3:6][CH2:7][O:8][C:9]([CH:11]1[CH2:15][CH2:14][CH:13]([CH2:16][N:17]([CH2:18][C:19]([O:21][C:22]([CH3:23])([CH3:24])[CH3:25])=[O:20])[C:2]([O:4][CH3:5])=[O:3])[N:12]1[C:26]([O:28][C:29]([CH3:31])([CH3:30])[CH3:32])=[O:27])=[O:10], predict the reactants needed to synthesize it. The reactants are: Cl[C:2]([O:4][CH3:5])=[O:3].[CH3:6][CH2:7][O:8][C:9]([CH:11]1[CH2:15][CH2:14][CH:13]([CH2:16][NH:17][CH2:18][C:19]([O:21][C:22]([CH3:25])([CH3:24])[CH3:23])=[O:20])[N:12]1[C:26]([O:28][C:29]([CH3:32])([CH3:31])[CH3:30])=[O:27])=[O:10].CN1CCOCC1.